Predict which catalyst facilitates the given reaction. From a dataset of Catalyst prediction with 721,799 reactions and 888 catalyst types from USPTO. (1) Reactant: [F:1][C:2]1[CH:7]=[CH:6][C:5]([S:8](NC)(=[O:10])=[O:9])=[CH:4][C:3]=1[N+:13]([O-:15])=[O:14].C[CH2:17][N:18](CC)CC.Cl[C:24]([O:26][CH2:27][C:28]1[CH:33]=[CH:32][CH:31]=[CH:30][CH:29]=1)=[O:25]. Product: [C:28]1([CH2:27][O:26][C:24](=[O:25])[NH:18][CH2:17][S:8]([C:5]2[CH:6]=[CH:7][C:2]([F:1])=[C:3]([N+:13]([O-:15])=[O:14])[CH:4]=2)(=[O:9])=[O:10])[CH:33]=[CH:32][CH:31]=[CH:30][CH:29]=1. The catalyst class is: 1. (2) Reactant: [F:1][C:2]1[CH:3]=[C:4]2[C:9](=[CH:10][CH:11]=1)[S:8][CH2:7][CH2:6][C:5]2=O.CO[NH3+:15].[Cl-:16].O. Product: [ClH:16].[F:1][C:2]1[CH:3]=[C:4]2[C:9](=[CH:10][CH:11]=1)[S:8][CH2:7][CH2:6][CH:5]2[NH2:15]. The catalyst class is: 17.